Predict the reactants needed to synthesize the given product. From a dataset of Retrosynthesis with 50K atom-mapped reactions and 10 reaction types from USPTO. Given the product COc1cccc(NC(=O)C2(C)CCN(c3ncnc4[nH]cc(C)c34)CC2)c1, predict the reactants needed to synthesize it. The reactants are: COc1cccc(N)c1.Cc1c[nH]c2ncnc(N3CCC(C)(C(=O)O)CC3)c12.